From a dataset of Catalyst prediction with 721,799 reactions and 888 catalyst types from USPTO. Predict which catalyst facilitates the given reaction. (1) Reactant: C(OC(=O)[NH:7][C:8]1[CH:13]=[C:12]([CH3:14])[C:11]([C:15]([F:18])([F:17])[F:16])=[CH:10][C:9]=1[NH:19][C:20](=[O:37])[CH2:21][C:22]([C:24]1[CH:29]=[CH:28][CH:27]=[C:26]([C:30]2[CH:31]=[N:32][CH:33]=[CH:34][C:35]=2[CH3:36])[CH:25]=1)=O)(C)(C)C.C(O)(C(F)(F)F)=O. Product: [CH3:14][C:12]1[C:11]([C:15]([F:18])([F:17])[F:16])=[CH:10][C:9]2[NH:19][C:20](=[O:37])[CH2:21][C:22]([C:24]3[CH:29]=[CH:28][CH:27]=[C:26]([C:30]4[CH:31]=[N:32][CH:33]=[CH:34][C:35]=4[CH3:36])[CH:25]=3)=[N:7][C:8]=2[CH:13]=1. The catalyst class is: 2. (2) Reactant: [C:1]([O:5][C:6](=[O:27])[NH:7][CH2:8][CH2:9][CH2:10][N:11]1[C:20]2[CH:19]=[CH:18][C:17]([Br:21])=[CH:16][C:15]=2[C:14]2[NH:22][N:23]=[C:24]([CH3:25])[C:13]=2[C:12]1=[O:26])([CH3:4])([CH3:3])[CH3:2].[O:28]1[CH:33]=[CH:32][CH2:31][CH2:30][CH2:29]1.C1(C)C=CC(S(O)(=O)=O)=CC=1. Product: [C:1]([O:5][C:6](=[O:27])[NH:7][CH2:8][CH2:9][CH2:10][N:11]1[C:20]2[CH:19]=[CH:18][C:17]([Br:21])=[CH:16][C:15]=2[C:14]2=[N:22][N:23]([CH:29]3[CH2:30][CH2:31][CH2:32][CH2:33][O:28]3)[C:24]([CH3:25])=[C:13]2[C:12]1=[O:26])([CH3:3])([CH3:2])[CH3:4]. The catalyst class is: 3. (3) Reactant: [C:1]([NH:8][CH:9]1[CH2:14][CH2:13][NH:12][CH2:11][CH2:10]1)([O:3][C:4]([CH3:7])([CH3:6])[CH3:5])=[O:2].C(N(CC)CC)C.[CH:22]([O:25][C:26](Cl)=[O:27])([CH3:24])[CH3:23]. Product: [CH:22]([O:25][C:26]([N:12]1[CH2:13][CH2:14][CH:9]([NH:8][C:1]([O:3][C:4]([CH3:7])([CH3:6])[CH3:5])=[O:2])[CH2:10][CH2:11]1)=[O:27])([CH3:24])[CH3:23]. The catalyst class is: 12. (4) The catalyst class is: 686. Reactant: Br[C:2]1[CH:3]=[C:4]2[C:9](=[CH:10][CH:11]=1)[C:8](=[O:12])[NH:7][N:6]=[C:5]2[Cl:13].[F:14][CH:15]([F:25])[O:16][C:17]1[CH:18]=[C:19]([CH:22]=[CH:23][CH:24]=1)[CH2:20][NH2:21].C1C=CC(P(C2C(C3C(P(C4C=CC=CC=4)C4C=CC=CC=4)=CC=C4C=3C=CC=C4)=C3C(C=CC=C3)=CC=2)C2C=CC=CC=2)=CC=1.CC([O-])(C)C.[Na+]. Product: [Cl:13][C:5]1[C:4]2[C:9](=[CH:10][CH:11]=[C:2]([NH:21][CH2:20][C:19]3[CH:22]=[CH:23][CH:24]=[C:17]([O:16][CH:15]([F:14])[F:25])[CH:18]=3)[CH:3]=2)[C:8](=[O:12])[NH:7][N:6]=1. (5) The catalyst class is: 1. Product: [Cl:18][C:19]1[N:20]=[C:21]([CH3:26])[N:22]=[C:23]([NH:1][C:2]2[S:3][C:4]([C:7]([NH:9][C:10]3[C:15]([CH3:16])=[CH:14][CH:13]=[CH:12][C:11]=3[Cl:17])=[O:8])=[CH:5][N:6]=2)[CH:24]=1. Reactant: [NH2:1][C:2]1[S:3][C:4]([C:7]([NH:9][C:10]2[C:15]([CH3:16])=[CH:14][CH:13]=[CH:12][C:11]=2[Cl:17])=[O:8])=[CH:5][N:6]=1.[Cl:18][C:19]1[CH:24]=[C:23](Cl)[N:22]=[C:21]([CH3:26])[N:20]=1.CC(C)([O-])C.[Na+].Cl. (6) Reactant: CC1(C)[N:6](C(OC(C)(C)C)=O)[C@:5]([CH3:20])([C:14]2[O:15][C:16]([CH3:19])=[N:17][N:18]=2)[CH2:4][O:3]1.[F:22][C:23]([F:28])([F:27])[C:24]([OH:26])=[O:25]. Product: [F:22][C:23]([F:28])([F:27])[C:24]([OH:26])=[O:25].[NH2:6][C@@:5]([C:14]1[O:15][C:16]([CH3:19])=[N:17][N:18]=1)([CH3:20])[CH2:4][OH:3]. The catalyst class is: 4. (7) Reactant: [CH:1]1([C:6]2([O:23][CH3:24])[CH2:11][CH2:10][N:9]([C:12]3[CH:22]=[CH:21][C:15]([C:16](OCC)=[O:17])=[CH:14][CH:13]=3)[CH2:8][CH2:7]2)[CH2:5][CH2:4][CH2:3][CH2:2]1.O.[NH2:26][NH2:27]. Product: [CH:1]1([C:6]2([O:23][CH3:24])[CH2:11][CH2:10][N:9]([C:12]3[CH:22]=[CH:21][C:15]([C:16]([NH:26][NH2:27])=[O:17])=[CH:14][CH:13]=3)[CH2:8][CH2:7]2)[CH2:5][CH2:4][CH2:3][CH2:2]1. The catalyst class is: 8.